From a dataset of Catalyst prediction with 721,799 reactions and 888 catalyst types from USPTO. Predict which catalyst facilitates the given reaction. (1) Product: [CH2:20]([CH:21]=[CH:22][CH2:5][CH2:4][CH2:3][NH:6][C:7](=[O:16])[O:8][CH2:9][C:10]1[CH:11]=[CH:12][CH:13]=[CH:14][CH:15]=1)[CH:19]=[CH2:18]. The catalyst class is: 18. Reactant: [H-].[Na+].[CH2:3]([NH:6][C:7](=[O:16])[O:8][CH2:9][C:10]1[CH:15]=[CH:14][CH:13]=[CH:12][CH:11]=1)[CH:4]=[CH2:5].Br[CH2:18][CH2:19][CH2:20][CH:21]=[CH2:22].C(Cl)Cl. (2) Reactant: [NH2:1][C:2]1[C:11]([N+:12]([O-:14])=[O:13])=[CH:10][CH:9]=[C:8](F)[C:3]=1[C:4]([O:6][CH3:7])=[O:5].[CH3:16][NH:17][CH3:18]. Product: [NH2:1][C:2]1[C:11]([N+:12]([O-:14])=[O:13])=[CH:10][CH:9]=[C:8]([N:17]([CH3:18])[CH3:16])[C:3]=1[C:4]([O:6][CH3:7])=[O:5]. The catalyst class is: 7. (3) Product: [CH3:1][N:2]1[C:10]2[C:9]([O:11][C:12]3[CH:18]=[CH:17][C:15]([NH:16][C:26](=[O:27])[CH2:25][C:19]4[CH:24]=[CH:23][CH:22]=[CH:21][CH:20]=4)=[CH:14][CH:13]=3)=[N:8][CH:7]=[N:6][C:5]=2[CH:4]=[CH:3]1. The catalyst class is: 264. Reactant: [CH3:1][N:2]1[C:10]2[C:9]([O:11][C:12]3[CH:18]=[CH:17][C:15]([NH2:16])=[CH:14][CH:13]=3)=[N:8][CH:7]=[N:6][C:5]=2[CH:4]=[CH:3]1.[C:19]1([CH2:25][C:26](Cl)=[O:27])[CH:24]=[CH:23][CH:22]=[CH:21][CH:20]=1. (4) Reactant: [C:1]([O:5][C:6]([N:8]1[C@@H:13]([C@@H:14]([OH:28])[C@@H:15]([NH:24][C:25](=[O:27])[CH3:26])[CH2:16][C:17]2[CH:22]=[CH:21][CH:20]=[C:19]([OH:23])[CH:18]=2)[CH2:12][O:11][C@@H:10]([O:29][CH2:30][C:31]2([CH3:36])[CH2:35][CH2:34][CH2:33][CH2:32]2)[CH2:9]1)=[O:7])([CH3:4])([CH3:3])[CH3:2].[F:37][CH:38]([F:41])[CH2:39]Br.C(=O)([O-])[O-].[Cs+].[Cs+]. Product: [C:1]([O:5][C:6]([N:8]1[C@@H:13]([C@@H:14]([OH:28])[C@@H:15]([NH:24][C:25](=[O:27])[CH3:26])[CH2:16][C:17]2[CH:22]=[CH:21][CH:20]=[C:19]([O:23][CH2:39][CH:38]([F:41])[F:37])[CH:18]=2)[CH2:12][O:11][C@@H:10]([O:29][CH2:30][C:31]2([CH3:36])[CH2:32][CH2:33][CH2:34][CH2:35]2)[CH2:9]1)=[O:7])([CH3:2])([CH3:3])[CH3:4]. The catalyst class is: 42. (5) Reactant: [N:1]1[CH:6]=[CH:5][CH:4]=[N:3][C:2]=1[C:7]1[CH:12]=[CH:11][C:10]([NH:13][C:14]([C:16]2[CH:17]=[C:18]([C@@H:22]3[CH2:24][C@H:23]3[NH:25]C(=O)OC(C)(C)C)[CH:19]=[CH:20][CH:21]=2)=[O:15])=[CH:9][CH:8]=1.[ClH:33].C(OCC)(=O)C. Product: [ClH:33].[ClH:33].[NH2:25][C@@H:23]1[CH2:24][C@H:22]1[C:18]1[CH:17]=[C:16]([CH:21]=[CH:20][CH:19]=1)[C:14]([NH:13][C:10]1[CH:9]=[CH:8][C:7]([C:2]2[N:1]=[CH:6][CH:5]=[CH:4][N:3]=2)=[CH:12][CH:11]=1)=[O:15]. The catalyst class is: 36.